Dataset: Full USPTO retrosynthesis dataset with 1.9M reactions from patents (1976-2016). Task: Predict the reactants needed to synthesize the given product. (1) Given the product [F:23][C:24]([F:43])([F:42])[S:25]([O:9][C:10]1[CH2:11][CH2:12][N:13]([C:16]([O:18][C:19]([CH3:22])([CH3:21])[CH3:20])=[O:17])[CH2:14][CH:15]=1)(=[O:27])=[O:26], predict the reactants needed to synthesize it. The reactants are: [Li+].CC([N-]C(C)C)C.[O:9]=[C:10]1[CH2:15][CH2:14][N:13]([C:16]([O:18][C:19]([CH3:22])([CH3:21])[CH3:20])=[O:17])[CH2:12][CH2:11]1.[F:23][C:24]([F:43])([F:42])[S:25](N(C1C=CC=CN=1)[S:25]([C:24]([F:43])([F:42])[F:23])(=[O:27])=[O:26])(=[O:27])=[O:26]. (2) Given the product [CH2:26]([O:28][C:29](=[O:34])[C:30]1[C:11]([OH:10])=[CH:12][C:13]([OH:14])=[N:33][C:31]=1[CH3:32])[CH3:27], predict the reactants needed to synthesize it. The reactants are: ClC1C=C(Cl)C=C(Cl)C=1[O:10][C:11](=O)[CH2:12][C:13](OC1C(Cl)=CC(Cl)=CC=1Cl)=[O:14].[CH2:26]([O:28][C:29](=[O:34])/[CH:30]=[C:31](\[NH2:33])/[CH3:32])[CH3:27].BrC1C=CC=CC=1. (3) Given the product [F:46][C:34]1[CH:33]=[C:32]([N:47]2[C:59](=[O:60])[C:58]3[S:57][C:56]4[CH2:55][CH2:54][CH2:53][CH2:52][C:51]=4[C:50]=3[CH:49]=[N:48]2)[C:31]([CH2:30][O:29][C:26](=[O:28])[CH3:27])=[C:36]([C:2]2[CH:3]=[C:4]([NH:10][C:11]3[N:16]=[C:15]([N:17]([CH3:25])[CH2:18][CH2:19][NH:20][C:21](=[O:24])[CH:22]=[CH2:23])[CH:14]=[CH:13][CH:12]=3)[C:5](=[O:9])[N:6]([CH3:8])[CH:7]=2)[CH:35]=1, predict the reactants needed to synthesize it. The reactants are: Br[C:2]1[CH:3]=[C:4]([NH:10][C:11]2[N:16]=[C:15]([N:17]([CH3:25])[CH2:18][CH2:19][NH:20][C:21](=[O:24])[CH:22]=[CH2:23])[CH:14]=[CH:13][CH:12]=2)[C:5](=[O:9])[N:6]([CH3:8])[CH:7]=1.[C:26]([O:29][CH2:30][C:31]1[C:36](B2OC(C)(C)C(C)(C)O2)=[CH:35][C:34]([F:46])=[CH:33][C:32]=1[N:47]1[C:59](=[O:60])[C:58]2[S:57][C:56]3[CH2:55][CH2:54][CH2:53][CH2:52][C:51]=3[C:50]=2[CH:49]=[N:48]1)(=[O:28])[CH3:27].[O-]P([O-])([O-])=O.[K+].[K+].[K+]. (4) Given the product [F:18][C:17]([F:20])([F:19])[C:16]([OH:15])=[O:24].[C:52](#[N:56])[CH3:50].[CH3:77][NH:76][C@H:66]([C:65]([NH:64][C@H:59]([C:57]([N:56]([C@@H:52]([CH:53]([CH3:55])[CH3:54])/[CH:50]=[C:5](\[C:4]([OH:3])=[O:21])/[CH3:6])[CH3:79])=[O:58])[C:60]([CH3:61])([CH3:62])[CH3:63])=[O:78])[C:67]([CH3:68])([CH3:75])[C:69]1[CH:74]=[CH:73][CH:72]=[CH:71][CH:70]=1, predict the reactants needed to synthesize it. The reactants are: C([O:3][C:4](=[O:21])[CH:5](P([O:15][CH2:16][C:17]([F:20])([F:19])[F:18])(OCC(F)(F)F)=O)[CH3:6])C.C1OCCOCCOCCOCCOCC[O:24]C1.C[Si](C)(C)[N-][Si](C)(C)C.[K+].[CH:50]([CH:52]([N:56]([CH3:79])[C:57]([CH:59]([NH:64][C:65](=[O:78])[CH:66]([NH:76][CH3:77])[C:67]([CH3:75])([C:69]1[CH:74]=[CH:73][CH:72]=[CH:71][CH:70]=1)[CH3:68])[C:60]([CH3:63])([CH3:62])[CH3:61])=[O:58])[CH:53]([CH3:55])[CH3:54])=O.[Cl-].[NH4+]. (5) Given the product [C:25]12[CH:26]=[N:27][CH:28]=[N:29][C:30]=1[S:31][C:32]1[CH2:33][CH2:34][CH2:23][C:24]2=1, predict the reactants needed to synthesize it. The reactants are: O1C2(CCC(O)CC2)OCC1.[H-].[Na+].[Si](OC[C@H:23]1[CH2:34][CH2:33][C:32]2[S:31][C:30]3[N:29]=[CH:28][N:27]=[C:26](Cl)[C:25]=3[C:24]1=2)(C(C)(C)C)(C)C. (6) The reactants are: [CH:1]1([NH:4][C:5](=[O:30])[C:6]2[CH:11]=[C:10]([C:12]3[CH:13]=[C:14]4[C:18](=[CH:19][CH:20]=3)[N:17]([CH2:21][C:22]3[CH:23]=[N:24][CH:25]=[CH:26][CH:27]=3)[N:16]=[CH:15]4)[C:9]([CH3:28])=[C:8]([F:29])[CH:7]=2)[CH2:3][CH2:2]1.C1C=C(Cl)C=C(C(OO)=[O:39])C=1. Given the product [CH:1]1([NH:4][C:5](=[O:30])[C:6]2[CH:11]=[C:10]([C:12]3[CH:13]=[C:14]4[C:18](=[CH:19][CH:20]=3)[N:17]([CH2:21][C:22]3[CH:23]=[N+:24]([O-:39])[CH:25]=[CH:26][CH:27]=3)[N:16]=[CH:15]4)[C:9]([CH3:28])=[C:8]([F:29])[CH:7]=2)[CH2:2][CH2:3]1, predict the reactants needed to synthesize it. (7) Given the product [CH2:1]([C:3]1[CH:31]=[CH:30][C:6]([C:7]([N:9]2[CH2:10][CH2:11][C:12]3([O:13][C:14]4[CH:24]=[C:23]([CH2:25][OH:26])[CH:22]=[CH:21][C:15]=4[N:16]4[CH:20]=[CH:19][CH:18]=[C:17]34)[CH2:28][CH2:29]2)=[O:8])=[CH:5][C:4]=1[O:32][CH3:33])[CH3:2], predict the reactants needed to synthesize it. The reactants are: [CH2:1]([C:3]1[CH:31]=[CH:30][C:6]([C:7]([N:9]2[CH2:29][CH2:28][C:12]3([C:17]4=[CH:18][CH:19]=[CH:20][N:16]4[C:15]4[CH:21]=[CH:22][C:23]([C:25](O)=[O:26])=[CH:24][C:14]=4[O:13]3)[CH2:11][CH2:10]2)=[O:8])=[CH:5][C:4]=1[O:32][CH3:33])[CH3:2].C(N(CC)CC)C.ClC(OCC(C)C)=O.[BH4-].[Na+].